This data is from Merck oncology drug combination screen with 23,052 pairs across 39 cell lines. The task is: Regression. Given two drug SMILES strings and cell line genomic features, predict the synergy score measuring deviation from expected non-interaction effect. (1) Drug 1: CCC1=CC2CN(C1)Cc1c([nH]c3ccccc13)C(C(=O)OC)(c1cc3c(cc1OC)N(C)C1C(O)(C(=O)OC)C(OC(C)=O)C4(CC)C=CCN5CCC31C54)C2. Drug 2: COC1=C2CC(C)CC(OC)C(O)C(C)C=C(C)C(OC(N)=O)C(OC)C=CC=C(C)C(=O)NC(=CC1=O)C2=O. Cell line: VCAP. Synergy scores: synergy=-45.2. (2) Drug 1: O=C(CCCCCCC(=O)Nc1ccccc1)NO. Drug 2: NC(=O)c1cccc2cn(-c3ccc(C4CCCNC4)cc3)nc12. Cell line: OV90. Synergy scores: synergy=-2.85. (3) Drug 1: COC12C(COC(N)=O)C3=C(C(=O)C(C)=C(N)C3=O)N1CC1NC12. Drug 2: Cn1cc(-c2cnn3c(N)c(Br)c(C4CCCNC4)nc23)cn1. Cell line: HT144. Synergy scores: synergy=22.9. (4) Synergy scores: synergy=4.15. Drug 1: COc1cccc2c1C(=O)c1c(O)c3c(c(O)c1C2=O)CC(O)(C(=O)CO)CC3OC1CC(N)C(O)C(C)O1. Cell line: NCIH23. Drug 2: Cn1cc(-c2cnn3c(N)c(Br)c(C4CCCNC4)nc23)cn1. (5) Drug 1: N#Cc1ccc(Cn2cncc2CN2CCN(c3cccc(Cl)c3)C(=O)C2)cc1. Drug 2: CS(=O)(=O)CCNCc1ccc(-c2ccc3ncnc(Nc4ccc(OCc5cccc(F)c5)c(Cl)c4)c3c2)o1. Cell line: ZR751. Synergy scores: synergy=23.6. (6) Drug 1: N.N.O=C(O)C1(C(=O)O)CCC1.[Pt]. Drug 2: O=C(O)C1(Cc2cccc(Nc3nccs3)n2)CCC(Oc2cccc(Cl)c2F)CC1. Cell line: OVCAR3. Synergy scores: synergy=-16.5. (7) Synergy scores: synergy=11.5. Drug 2: CCc1cnn2c(NCc3ccc[n+]([O-])c3)cc(N3CCCCC3CCO)nc12. Cell line: ES2. Drug 1: CCC1=CC2CN(C1)Cc1c([nH]c3ccccc13)C(C(=O)OC)(c1cc3c(cc1OC)N(C)C1C(O)(C(=O)OC)C(OC(C)=O)C4(CC)C=CCN5CCC31C54)C2. (8) Drug 1: C#Cc1cccc(Nc2ncnc3cc(OCCOC)c(OCCOC)cc23)c1. Drug 2: CC(C)CC(NC(=O)C(Cc1ccccc1)NC(=O)c1cnccn1)B(O)O. Cell line: NCIH2122. Synergy scores: synergy=-3.43. (9) Drug 1: CCC1(O)C(=O)OCc2c1cc1n(c2=O)Cc2cc3c(CN(C)C)c(O)ccc3nc2-1. Drug 2: Cn1c(=O)n(-c2ccc(C(C)(C)C#N)cc2)c2c3cc(-c4cnc5ccccc5c4)ccc3ncc21. Cell line: HCT116. Synergy scores: synergy=21.2. (10) Drug 1: CC1CC2C3CCC4=CC(=O)C=CC4(C)C3(F)C(O)CC2(C)C1(O)C(=O)CO. Synergy scores: synergy=49.9. Drug 2: Cn1c(=O)n(-c2ccc(C(C)(C)C#N)cc2)c2c3cc(-c4cnc5ccccc5c4)ccc3ncc21. Cell line: LNCAP.